This data is from Full USPTO retrosynthesis dataset with 1.9M reactions from patents (1976-2016). The task is: Predict the reactants needed to synthesize the given product. (1) Given the product [Br:1][C:2]1[C:3]([C@@H:9]([NH:19][C:20](=[O:26])[O:21][C:22]([CH3:25])([CH3:24])[CH3:23])[CH2:10][C:11]2[CH:12]=[C:13]([F:18])[CH:14]=[C:15]([F:17])[CH:16]=2)=[N:4][C:5]([Br:28])=[CH:6][CH:7]=1, predict the reactants needed to synthesize it. The reactants are: [Br:1][C:2]1[C:3]([C@@H:9]([NH:19][C:20](=[O:26])[O:21][C:22]([CH3:25])([CH3:24])[CH3:23])[CH2:10][C:11]2[CH:16]=[C:15]([F:17])[CH:14]=[C:13]([F:18])[CH:12]=2)=[N:4][CH:5]=[C:6](Br)[CH:7]=1.Cl.[Br:28]C1C([C@@H](N)CC2C=C(F)C=C(F)C=2)=NC(Br)=CC=1. (2) Given the product [CH:1]1([N:6]2[CH2:12][C:11]([F:14])([F:13])[C:10](=[O:15])[N:9]([CH3:16])[C:8]3[CH:17]=[N:18][C:19]([NH:21][C:22]4[CH:30]=[CH:29][C:25]([C:26]([NH:40][CH:37]5[CH2:38][CH2:39][N:34]([CH3:33])[CH2:35][CH2:36]5)=[O:27])=[CH:24][C:23]=4[O:31][CH3:32])=[N:20][C:7]2=3)[CH2:5][CH2:4][CH2:3][CH2:2]1, predict the reactants needed to synthesize it. The reactants are: [CH:1]1([N:6]2[CH2:12][C:11]([F:14])([F:13])[C:10](=[O:15])[N:9]([CH3:16])[C:8]3[CH:17]=[N:18][C:19]([NH:21][C:22]4[CH:30]=[CH:29][C:25]([C:26](O)=[O:27])=[CH:24][C:23]=4[O:31][CH3:32])=[N:20][C:7]2=3)[CH2:5][CH2:4][CH2:3][CH2:2]1.[CH3:33][N:34]1[CH2:39][CH2:38][CH:37]([NH2:40])[CH2:36][CH2:35]1.C(N(C(C)C)CC)(C)C. (3) Given the product [C:10]([O:9][C:3]1([C:1]#[CH:2])[CH2:8][CH2:7][CH2:6][CH2:5][CH2:4]1)(=[O:12])[CH3:11], predict the reactants needed to synthesize it. The reactants are: [C:1]([C:3]1([OH:9])[CH2:8][CH2:7][CH2:6][CH2:5][CH2:4]1)#[CH:2].[C:10](OC(=O)C)(=[O:12])[CH3:11].C([O-])(O)=O.[Na+].CCOCC. (4) Given the product [CH3:19][S:16]([C:9]1[CH:10]=[C:11]2[C:6](=[CH:7][CH:8]=1)[N:5]=[C:4]([CH:2]([N:34]1[CH2:33][CH2:32][N:31]([S:28]([C:25]3[CH:24]=[CH:23][C:22]([O:21][CH3:20])=[CH:27][CH:26]=3)(=[O:30])=[O:29])[CH2:36][CH2:35]1)[CH3:3])[N:13]([CH3:14])[C:12]2=[O:15])(=[O:18])=[O:17], predict the reactants needed to synthesize it. The reactants are: Br[CH:2]([C:4]1[N:13]([CH3:14])[C:12](=[O:15])[C:11]2[C:6](=[CH:7][CH:8]=[C:9]([S:16]([CH3:19])(=[O:18])=[O:17])[CH:10]=2)[N:5]=1)[CH3:3].[CH3:20][O:21][C:22]1[CH:27]=[CH:26][C:25]([S:28]([N:31]2[CH2:36][CH2:35][NH:34][CH2:33][CH2:32]2)(=[O:30])=[O:29])=[CH:24][CH:23]=1. (5) Given the product [CH:29]1([CH2:28][N:7]2[C:6]([N:32]3[CH2:37][CH2:36][O:35][CH2:34][CH2:33]3)=[N:14][C:13]3[C:8]2=[N:9][C:10]([C:21]2[CH:22]=[N:23][C:24]([NH2:27])=[N:25][CH:26]=2)=[N:11][C:12]=3[N:15]2[CH2:20][CH2:19][O:18][CH2:17][CH2:16]2)[CH2:31][CH2:30]1, predict the reactants needed to synthesize it. The reactants are: CS(C)=O.Cl[C:6]1[N:7]([CH2:28][CH:29]2[CH2:31][CH2:30]2)[C:8]2[C:13]([N:14]=1)=[C:12]([N:15]1[CH2:20][CH2:19][O:18][CH2:17][CH2:16]1)[N:11]=[C:10]([C:21]1[CH:22]=[N:23][C:24]([NH2:27])=[N:25][CH:26]=1)[N:9]=2.[NH:32]1[CH2:37][CH2:36][O:35][CH2:34][CH2:33]1. (6) Given the product [C:17]([NH:1][C:2]1[CH:11]=[C:10]2[C:5]([CH:6]([CH2:12][CH2:13][CH2:14][CH3:15])[O:7][C:8]2=[O:9])=[CH:4][CH:3]=1)(=[O:18])[CH3:16], predict the reactants needed to synthesize it. The reactants are: [NH2:1][C:2]1[CH:11]=[C:10]2[C:5]([CH:6]([CH2:12][CH2:13][CH2:14][CH3:15])[O:7][C:8]2=[O:9])=[CH:4][CH:3]=1.[CH3:16][C:17](OCC1C2C(=CC=CC=2)C(COC(C)=O)=C2C=1C=CC=C2)=[O:18].S(=O)(=O)(O)O.